This data is from Peptide-MHC class II binding affinity with 134,281 pairs from IEDB. The task is: Regression. Given a peptide amino acid sequence and an MHC pseudo amino acid sequence, predict their binding affinity value. This is MHC class II binding data. The peptide sequence is IWYMWLGARYLEFEAHHHHHH. The MHC is DRB3_0202 with pseudo-sequence DRB3_0202. The binding affinity (normalized) is 0.